Task: Predict the product of the given reaction.. Dataset: Forward reaction prediction with 1.9M reactions from USPTO patents (1976-2016) (1) Given the reactants [F:1][C:2]([F:19])([F:18])[C:3]1[CH:4]=[CH:5][C:6]2[C:10]([N:11]3[CH2:16][CH2:15][NH:14][CH2:13][CH2:12]3)=[CH:9][S:8][C:7]=2[CH:17]=1.[CH3:20][O:21][C:22]([C@@H:24]1[CH2:26][C@H:25]1[CH2:27]OS(C)(=O)=O)=[O:23].C(N(CC)CC)C, predict the reaction product. The product is: [CH3:20][O:21][C:22]([C@@H:24]1[CH2:26][C@H:25]1[CH2:27][N:14]1[CH2:13][CH2:12][N:11]([C:10]2[C:6]3[CH:5]=[CH:4][C:3]([C:2]([F:18])([F:1])[F:19])=[CH:17][C:7]=3[S:8][CH:9]=2)[CH2:16][CH2:15]1)=[O:23]. (2) Given the reactants [F:1][C:2]([F:20])([F:19])[O:3][C:4]1[CH:9]=[CH:8][C:7]([N:10]2[CH2:17][CH:16]3[NH:18][CH:12]([CH2:13][CH2:14][CH2:15]3)[CH2:11]2)=[CH:6][CH:5]=1.[CH3:21][O:22][C:23]([CH:25]1[CH2:33][C:32]2[C:27](=[CH:28][CH:29]=[CH:30][C:31]=2[S:34](Cl)(=[O:36])=[O:35])[CH2:26]1)=[O:24].C(=O)([O-])[O-].[K+].[K+], predict the reaction product. The product is: [CH3:21][O:22][C:23]([CH:25]1[CH2:33][C:32]2[C:27](=[CH:28][CH:29]=[CH:30][C:31]=2[S:34]([N:18]2[CH:16]3[CH2:15][CH2:14][CH2:13][CH:12]2[CH2:11][N:10]([C:7]2[CH:8]=[CH:9][C:4]([O:3][C:2]([F:1])([F:19])[F:20])=[CH:5][CH:6]=2)[CH2:17]3)(=[O:36])=[O:35])[CH2:26]1)=[O:24]. (3) The product is: [CH3:1][O:2][C:3]1[CH:11]=[C:10]2[C:6]([C:7]([C:12]([OH:14])=[O:13])=[CH:8][N:9]2[CH3:18])=[CH:5][CH:4]=1. Given the reactants [CH3:1][O:2][C:3]1[CH:11]=[C:10]2[C:6]([C:7]([C:12]([OH:14])=[O:13])=[CH:8][NH:9]2)=[CH:5][CH:4]=1.[H-].[Na+].I[CH3:18].[OH-].[Na+].[OH-].[K+], predict the reaction product. (4) Given the reactants [C:1]([O:5][C:6](CNCCCC(O)=O)=[O:7])([CH3:4])([CH3:3])[CH3:2].[NH2:16][C:17]1[CH:18]=[C:19]([CH2:23][CH2:24][N:25]([CH2:55][C:56]2[CH:61]=[CH:60][CH:59]=[CH:58][CH:57]=2)[CH2:26][C@@H:27]([C:36]2[CH:45]=[CH:44][C:43]([O:46][CH2:47][C:48]3[CH:53]=[CH:52][CH:51]=[CH:50][CH:49]=3)=[C:42]3[C:37]=2[CH:38]=[CH:39][C:40](=[O:54])[NH:41]3)[O:28][Si:29]([C:32]([CH3:35])([CH3:34])[CH3:33])([CH3:31])[CH3:30])[CH:20]=[CH:21][CH:22]=1.[N:62]1[C:67](C)=[CH:66][CH:65]=[CH:64][C:63]=1C.Cl.CN(C)CCCN=C=NCC.[OH:82]N1C2N=CC=CC=2N=N1, predict the reaction product. The product is: [C:1]([O:5][C:6](=[O:7])[N:62]([CH2:63][CH2:64][CH2:65][C:66](=[O:82])[NH:16][C:17]1[CH:22]=[CH:21][CH:20]=[C:19]([CH2:23][CH2:24][N:25]([CH2:55][C:56]2[CH:61]=[CH:60][CH:59]=[CH:58][CH:57]=2)[CH2:26][C@@H:27]([C:36]2[CH:45]=[CH:44][C:43]([O:46][CH2:47][C:48]3[CH:53]=[CH:52][CH:51]=[CH:50][CH:49]=3)=[C:42]3[C:37]=2[CH:38]=[CH:39][C:40](=[O:54])[NH:41]3)[O:28][Si:29]([C:32]([CH3:33])([CH3:35])[CH3:34])([CH3:30])[CH3:31])[CH:18]=1)[CH3:67])([CH3:4])([CH3:3])[CH3:2]. (5) Given the reactants [OH-].[Na+].C[O:4][C:5](=[O:19])[C:6](=[CH:12][C:13]1[CH:18]=[CH:17][CH:16]=[CH:15][CH:14]=1)[CH2:7][O:8]C(=O)C, predict the reaction product. The product is: [CH:12](=[C:6]([CH2:7][OH:8])[C:5]([OH:19])=[O:4])[C:13]1[CH:18]=[CH:17][CH:16]=[CH:15][CH:14]=1. (6) Given the reactants [CH2:1]([C:3]1[C:8](=[O:9])[NH:7][C:6]([CH3:10])=[C:5]([C:11]2[O:15][C:14]([CH:16]=O)=[CH:13][CH:12]=2)[CH:4]=1)[CH3:2].[CH2:18]([NH:25][CH3:26])[C:19]1[CH:24]=[CH:23][CH:22]=[CH:21][CH:20]=1, predict the reaction product. The product is: [CH2:18]([N:25]([CH2:16][C:14]1[O:15][C:11]([C:5]2[CH:4]=[C:3]([CH2:1][CH3:2])[C:8](=[O:9])[NH:7][C:6]=2[CH3:10])=[CH:12][CH:13]=1)[CH3:26])[C:19]1[CH:24]=[CH:23][CH:22]=[CH:21][CH:20]=1. (7) Given the reactants [C:1]1([N:7]2[C:12](=[O:13])[C:11]3[S:14][CH:15]=[C:16]([C:17]4[CH:22]=[CH:21][CH:20]=[CH:19][CH:18]=4)[C:10]=3[N:9]=[CH:8]2)[CH:6]=[CH:5][CH:4]=[CH:3][CH:2]=1.[NH2:23][C:24]1C(C2C=CC=CC=2)=CSC=1C(OC)=O.C(OCC)(OCC)OCC.NC1C=CC(C#N)=CC=1, predict the reaction product. The product is: [O:13]=[C:12]1[N:7]([C:1]2[CH:6]=[CH:5][C:4]([C:24]#[N:23])=[CH:3][CH:2]=2)[CH:8]=[N:9][C:10]2[C:16]([C:17]3[CH:18]=[CH:19][CH:20]=[CH:21][CH:22]=3)=[CH:15][S:14][C:11]1=2. (8) Given the reactants C(OC([N:8]1[CH2:13][CH2:12][C:11]([O:20][CH3:21])([C:14]2[CH:19]=[CH:18][CH:17]=[CH:16][CH:15]=2)[CH2:10][CH2:9]1)=O)(C)(C)C, predict the reaction product. The product is: [CH3:21][O:20][C:11]1([C:14]2[CH:19]=[CH:18][CH:17]=[CH:16][CH:15]=2)[CH2:10][CH2:9][NH:8][CH2:13][CH2:12]1.